From a dataset of Reaction yield outcomes from USPTO patents with 853,638 reactions. Predict the reaction yield, written as a fraction of the theoretical maximum amount of product (1.0 means a 100% yield; for example, 0.34 means a 34% yield). (1) The reactants are ClS(O)(=O)=O.C1([C:12]2[C:13](=[O:23])[O:14][CH2:15][C:16]=2[C:17]2[CH:22]=[CH:21][CH:20]=[CH:19][CH:18]=2)C=CC=CC=1. The catalyst is ClCCl. The product is [C:17]1([C:16]2[CH2:15][O:14][C:13](=[O:23])[CH:12]=2)[CH:18]=[CH:19][CH:20]=[CH:21][CH:22]=1. The yield is 0.500. (2) The reactants are [C:1]([O:9]C(C)(C)C)(=[O:8])/[CH:2]=[CH:3]/[CH2:4][CH2:5][CH:6]=[CH2:7].C(O)(C(F)(F)F)=O. The catalyst is C(Cl)Cl. The product is [C:1]([OH:9])(=[O:8])[CH:2]=[CH:3][CH2:4][CH2:5][CH:6]=[CH2:7]. The yield is 0.680. (3) The reactants are [Br:1][C:2]1[CH:3]=[C:4]2[C:8](=[CH:9][CH:10]=1)[NH:7][C:6]1[CH:11]=[N:12][C:13]([CH:15]=O)=[CH:14][C:5]2=1.O.NN.[OH-].[K+]. The catalyst is C(O)CO. The product is [Br:1][C:2]1[CH:3]=[C:4]2[C:8](=[CH:9][CH:10]=1)[NH:7][C:6]1[CH:11]=[N:12][C:13]([CH3:15])=[CH:14][C:5]2=1. The yield is 0.730. (4) The reactants are Cl[C:2]1[N:7]=[CH:6][N:5]=[C:4]([NH:8][C:9]2[CH:14]=[CH:13][CH:12]=[C:11]([NH2:15])[N:10]=2)[CH:3]=1.[CH3:16][C:17]1[CH:18]=[C:19]([OH:23])[CH:20]=[CH:21][CH:22]=1.C([O-])([O-])=O.[K+].[K+]. The catalyst is CN(C=O)C.CCOC(C)=O. The product is [CH3:16][C:17]1[CH:18]=[C:19]([CH:20]=[CH:21][CH:22]=1)[O:23][C:2]1[N:7]=[CH:6][N:5]=[C:4]([NH:8][C:9]2[CH:14]=[CH:13][CH:12]=[C:11]([NH2:15])[N:10]=2)[CH:3]=1. The yield is 0.750. (5) The reactants are [C:1]1([S:7]([N:10]2[C:14]3=[N:15][CH:16]=[C:17]([Cl:19])[CH:18]=[C:13]3[C:12](I)=[CH:11]2)(=[O:9])=[O:8])[CH:6]=[CH:5][CH:4]=[CH:3][CH:2]=1.C([Mg]Cl)(C)C.[C:26]([O:30][C:31](=[O:49])[N:32]([CH2:41][C:42]1[CH:47]=[CH:46][CH:45]=[CH:44][C:43]=1[F:48])[C:33]1[CH:38]=[CH:37][C:36]([CH:39]=[O:40])=[CH:35][N:34]=1)([CH3:29])([CH3:28])[CH3:27].[Cl-].[NH4+]. The catalyst is O1CCCC1. The product is [C:26]([O:30][C:31](=[O:49])[N:32]([C:33]1[CH:38]=[CH:37][C:36]([CH:39]([C:12]2[C:13]3[C:14](=[N:15][CH:16]=[C:17]([Cl:19])[CH:18]=3)[N:10]([S:7]([C:1]3[CH:6]=[CH:5][CH:4]=[CH:3][CH:2]=3)(=[O:9])=[O:8])[CH:11]=2)[OH:40])=[CH:35][N:34]=1)[CH2:41][C:42]1[CH:47]=[CH:46][CH:45]=[CH:44][C:43]=1[F:48])([CH3:29])([CH3:27])[CH3:28]. The yield is 0.410. (6) The reactants are [CH2:1]([O:3][C:4]([C:6]1[CH2:7][C:8]2[C:13]([C:14]=1[C:15]1[CH:20]=[CH:19][CH:18]=[CH:17][CH:16]=1)=[CH:12][CH:11]=[C:10]([OH:21])[CH:9]=2)=[O:5])[CH3:2].[Se](=O)=[O:23]. The catalyst is O1CCOCC1. The product is [CH2:1]([O:3][C:4]([C:6]1[C:7](=[O:23])[C:8]2[C:13]([C:14]=1[C:15]1[CH:20]=[CH:19][CH:18]=[CH:17][CH:16]=1)=[CH:12][CH:11]=[C:10]([OH:21])[CH:9]=2)=[O:5])[CH3:2]. The yield is 0.580. (7) The reactants are I[C:2]1[C:10]2[C:5](=[CH:6][C:7]([CH:11]=[O:12])=[CH:8][CH:9]=2)[NH:4][N:3]=1.CCN(CC)CC.[C:20]([C:22]1[CH:23]=[N:24][CH:25]=[CH:26][CH:27]=1)#[CH:21]. The catalyst is CN(C=O)C.Cl[Pd](Cl)([P](C1C=CC=CC=1)(C1C=CC=CC=1)C1C=CC=CC=1)[P](C1C=CC=CC=1)(C1C=CC=CC=1)C1C=CC=CC=1.[Cu]I. The product is [N:24]1[CH:25]=[CH:26][CH:27]=[C:22]([C:20]#[C:21][C:2]2[C:10]3[C:5](=[CH:6][C:7]([CH:11]=[O:12])=[CH:8][CH:9]=3)[NH:4][N:3]=2)[CH:23]=1. The yield is 0.910.